From a dataset of NCI-60 drug combinations with 297,098 pairs across 59 cell lines. Regression. Given two drug SMILES strings and cell line genomic features, predict the synergy score measuring deviation from expected non-interaction effect. (1) Drug 1: C#CCC(CC1=CN=C2C(=N1)C(=NC(=N2)N)N)C3=CC=C(C=C3)C(=O)NC(CCC(=O)O)C(=O)O. Drug 2: CC1C(C(CC(O1)OC2CC(CC3=C2C(=C4C(=C3O)C(=O)C5=CC=CC=C5C4=O)O)(C(=O)C)O)N)O. Cell line: MALME-3M. Synergy scores: CSS=41.9, Synergy_ZIP=-6.87, Synergy_Bliss=-8.41, Synergy_Loewe=-12.5, Synergy_HSA=-5.95. (2) Drug 1: C1=CC(=CC=C1CCCC(=O)O)N(CCCl)CCCl. Drug 2: CN(CC1=CN=C2C(=N1)C(=NC(=N2)N)N)C3=CC=C(C=C3)C(=O)NC(CCC(=O)O)C(=O)O. Cell line: OVCAR-8. Synergy scores: CSS=17.8, Synergy_ZIP=-7.57, Synergy_Bliss=-1.29, Synergy_Loewe=-4.09, Synergy_HSA=0.988. (3) Drug 1: CC1=CC=C(C=C1)C2=CC(=NN2C3=CC=C(C=C3)S(=O)(=O)N)C(F)(F)F. Drug 2: CC(C)CN1C=NC2=C1C3=CC=CC=C3N=C2N. Cell line: SK-MEL-5. Synergy scores: CSS=-0.511, Synergy_ZIP=0.822, Synergy_Bliss=2.12, Synergy_Loewe=0.0251, Synergy_HSA=0.389. (4) Drug 1: C1CCN(CC1)CCOC2=CC=C(C=C2)C(=O)C3=C(SC4=C3C=CC(=C4)O)C5=CC=C(C=C5)O. Drug 2: CC1C(C(CC(O1)OC2CC(CC3=C2C(=C4C(=C3O)C(=O)C5=C(C4=O)C(=CC=C5)OC)O)(C(=O)C)O)N)O.Cl. Cell line: NCI/ADR-RES. Synergy scores: CSS=-3.73, Synergy_ZIP=0.727, Synergy_Bliss=-3.09, Synergy_Loewe=-5.26, Synergy_HSA=-6.00. (5) Drug 1: CC(C)CN1C=NC2=C1C3=CC=CC=C3N=C2N. Synergy scores: CSS=13.1, Synergy_ZIP=-1.78, Synergy_Bliss=-3.60, Synergy_Loewe=-14.9, Synergy_HSA=-3.94. Drug 2: B(C(CC(C)C)NC(=O)C(CC1=CC=CC=C1)NC(=O)C2=NC=CN=C2)(O)O. Cell line: TK-10.